This data is from Forward reaction prediction with 1.9M reactions from USPTO patents (1976-2016). The task is: Predict the product of the given reaction. Given the reactants [O:1]1[CH2:6][CH2:5][O:4][C:3]2[CH:7]=[C:8]([C@@H:11]([O:15][C:16]3[CH:17]=[C:18]4[C:22](=[CH:23][CH:24]=3)[N:21]([C:25]3[CH:30]=[CH:29][C:28]([F:31])=[CH:27][CH:26]=3)[N:20]=[CH:19]4)[C@@H:12]([NH2:14])[CH3:13])[CH:9]=[CH:10][C:2]1=2.C(OC([N:39]1[CH2:43][CH2:42][CH2:41][C@H:40]1[C:44](O)=[O:45])=O)(C)(C)C.CN(C(ON1N=NC2C=CC=NC1=2)=[N+](C)C)C.F[P-](F)(F)(F)(F)F.CCN(C(C)C)C(C)C.Cl, predict the reaction product. The product is: [O:1]1[CH2:6][CH2:5][O:4][C:3]2[CH:7]=[C:8]([C@@H:11]([O:15][C:16]3[CH:17]=[C:18]4[C:22](=[CH:23][CH:24]=3)[N:21]([C:25]3[CH:26]=[CH:27][C:28]([F:31])=[CH:29][CH:30]=3)[N:20]=[CH:19]4)[C@@H:12]([NH:14][C:44]([C@@H:40]3[CH2:41][CH2:42][CH2:43][NH:39]3)=[O:45])[CH3:13])[CH:9]=[CH:10][C:2]1=2.